This data is from Full USPTO retrosynthesis dataset with 1.9M reactions from patents (1976-2016). The task is: Predict the reactants needed to synthesize the given product. Given the product [CH3:13][O:12][CH2:11][N:9]1[C:10]2[C:6](=[CH:5][CH:4]=[CH:3][C:2]=2[NH:1][S:24]([C:20]2[S:19][CH:23]=[CH:22][CH:21]=2)(=[O:26])=[O:25])[CH:7]=[C:8]1[C:14]([O:16][CH2:17][CH3:18])=[O:15], predict the reactants needed to synthesize it. The reactants are: [NH2:1][C:2]1[CH:3]=[CH:4][CH:5]=[C:6]2[C:10]=1[N:9]([CH2:11][O:12][CH3:13])[C:8]([C:14]([O:16][CH2:17][CH3:18])=[O:15])=[CH:7]2.[S:19]1[CH:23]=[CH:22][CH:21]=[C:20]1[S:24](Cl)(=[O:26])=[O:25].